Dataset: Reaction yield outcomes from USPTO patents with 853,638 reactions. Task: Predict the reaction yield, written as a fraction of the theoretical maximum amount of product (1.0 means a 100% yield; for example, 0.34 means a 34% yield). (1) The reactants are [CH3:1][C:2]1([CH3:30])[CH2:10][C:9]2[N:8]([C:11]3[CH:18]=[CH:17][C:14]([C:15]#[N:16])=[C:13]([NH:19][CH:20]4[CH2:25][CH2:24][O:23][CH2:22][CH2:21]4)[CH:12]=3)[N:7]=[C:6]([CH:26]([F:28])[F:27])[C:5]=2[C:4](=[O:29])[CH2:3]1.C([OH:33])C.CS(C)=O.[OH-].[Na+].OO. The catalyst is O. The product is [CH3:1][C:2]1([CH3:30])[CH2:10][C:9]2[N:8]([C:11]3[CH:18]=[CH:17][C:14]([C:15]([NH2:16])=[O:33])=[C:13]([NH:19][CH:20]4[CH2:21][CH2:22][O:23][CH2:24][CH2:25]4)[CH:12]=3)[N:7]=[C:6]([CH:26]([F:27])[F:28])[C:5]=2[C:4](=[O:29])[CH2:3]1. The yield is 0.930. (2) The reactants are [C:1]([O:5][C:6]([NH:8][C@@H:9]([CH2:21][C:22]1[CH:27]=[CH:26][C:25]([O:28]CC2C=CC=CC=2)=[C:24]([O:36]CC2C=CC=CC=2)[CH:23]=1)[C:10]([O:12][C@H:13]([CH3:20])[C@H:14]([O:16][C:17](=[O:19])[CH3:18])[CH3:15])=[O:11])=[O:7])([CH3:4])([CH3:3])[CH3:2].[H][H]. The catalyst is CO.[Pd]. The product is [OH:36][C:24]1[CH:23]=[C:22]([CH2:21][C@H:9]([NH:8][C:6]([O:5][C:1]([CH3:2])([CH3:3])[CH3:4])=[O:7])[C:10]([O:12][C@H:13]([CH3:20])[C@H:14]([O:16][C:17](=[O:19])[CH3:18])[CH3:15])=[O:11])[CH:27]=[CH:26][C:25]=1[OH:28]. The yield is 1.00. (3) The reactants are [Cl:1][C:2]1[CH:7]=[C:6]([C:8]([O-:10])=O)[CH:5]=[CH:4][C:3]=1[C:11]([O:13][CH3:14])=[O:12].CN([P+](ON1N=NC2C=CC=CC1=2)(N(C)C)N(C)C)C.F[P-](F)(F)(F)(F)F.[NH2:42][CH2:43][C:44]1[CH:52]=[CH:51][CH:50]=[C:49]2[C:45]=1[CH:46]=[N:47][N:48]2[CH:53]1[CH2:58][CH2:57][CH2:56][CH2:55][O:54]1.C(N(C(C)C)CC)(C)C. The catalyst is ClCCl. The product is [Cl:1][C:2]1[CH:7]=[C:6]([C:8]([NH:42][CH2:43][C:44]2[CH:52]=[CH:51][CH:50]=[C:49]3[C:45]=2[CH:46]=[N:47][N:48]3[CH:53]2[CH2:58][CH2:57][CH2:56][CH2:55][O:54]2)=[O:10])[CH:5]=[CH:4][C:3]=1[C:11]([O:13][CH3:14])=[O:12]. The yield is 0.550. (4) The reactants are Br[C:2]1[N:7]2[N:8]=[CH:9][N:10]=[C:6]2[C:5]([NH:11][CH:12]2[CH2:15][CH2:14][CH2:13]2)=[N:4][CH:3]=1.CC1(C)C(C)(C)OB([C:24]2[CH:25]=[C:26]([C:29]([NH2:31])=[O:30])[O:27][CH:28]=2)O1.C(=O)([O-])[O-].[Na+].[Na+]. The catalyst is C1(P(C2C=CC=CC=2)C2C=CC=CC=2)C=CC=CC=1.[Pd].[Pd].[Pd].[Pd].O1CCOCC1. The product is [CH:12]1([NH:11][C:5]2[C:6]3[N:7]([N:8]=[CH:9][N:10]=3)[C:2]([C:24]3[CH:25]=[C:26]([C:29]([NH2:31])=[O:30])[O:27][CH:28]=3)=[CH:3][N:4]=2)[CH2:15][CH2:14][CH2:13]1. The yield is 0.910. (5) The reactants are [NH:1]([C:3]1[CH:4]=[N:5][CH:6]=[CH:7][CH:8]=1)[NH2:2].[CH3:9][C:10]([CH3:17])([CH3:16])[C:11](=O)[CH2:12][C:13]#[N:14]. No catalyst specified. The product is [C:10]([C:11]1[CH:12]=[C:13]([NH2:14])[N:1]([C:3]2[CH:4]=[N:5][CH:6]=[CH:7][CH:8]=2)[N:2]=1)([CH3:17])([CH3:16])[CH3:9]. The yield is 0.770. (6) The reactants are C[O:2][C:3]([C:5]1[C:14]2[C:9](=[CH:10][CH:11]=[C:12]([O:16][CH3:17])[C:13]=2[F:15])[N:8]=[CH:7][C:6]=1[O:18]C(=O)C)=O.[H-].[Al+3].[Li+].[H-].[H-].[H-]. The catalyst is O1CCCC1.[Cl-].[Na+].O.ClCCl.CO. The product is [F:15][C:13]1[C:12]([O:16][CH3:17])=[CH:11][CH:10]=[C:9]2[C:14]=1[C:5]([CH2:3][OH:2])=[C:6]([OH:18])[CH:7]=[N:8]2. The yield is 0.230.